From a dataset of NCI-60 drug combinations with 297,098 pairs across 59 cell lines. Regression. Given two drug SMILES strings and cell line genomic features, predict the synergy score measuring deviation from expected non-interaction effect. (1) Drug 1: C1=CC=C(C=C1)NC(=O)CCCCCCC(=O)NO. Drug 2: C1CCC(C(C1)N)N.C(=O)(C(=O)[O-])[O-].[Pt+4]. Cell line: MDA-MB-435. Synergy scores: CSS=22.9, Synergy_ZIP=-3.32, Synergy_Bliss=11.8, Synergy_Loewe=-8.96, Synergy_HSA=-1.51. (2) Drug 1: CC1=C2C(C(=O)C3(C(CC4C(C3C(C(C2(C)C)(CC1OC(=O)C(C(C5=CC=CC=C5)NC(=O)OC(C)(C)C)O)O)OC(=O)C6=CC=CC=C6)(CO4)OC(=O)C)O)C)O. Drug 2: CS(=O)(=O)OCCCCOS(=O)(=O)C. Cell line: SK-OV-3. Synergy scores: CSS=5.23, Synergy_ZIP=-4.74, Synergy_Bliss=2.44, Synergy_Loewe=-17.6, Synergy_HSA=-0.655. (3) Cell line: HS 578T. Drug 1: C1CN1P(=S)(N2CC2)N3CC3. Drug 2: N.N.Cl[Pt+2]Cl. Synergy scores: CSS=20.2, Synergy_ZIP=-7.63, Synergy_Bliss=-3.65, Synergy_Loewe=-0.326, Synergy_HSA=0.398. (4) Drug 1: CC1=C(C(=O)C2=C(C1=O)N3CC4C(C3(C2COC(=O)N)OC)N4)N. Drug 2: C1C(C(OC1N2C=NC(=NC2=O)N)CO)O. Cell line: K-562. Synergy scores: CSS=46.3, Synergy_ZIP=1.18, Synergy_Bliss=3.26, Synergy_Loewe=8.43, Synergy_HSA=8.93. (5) Drug 1: C1=NC2=C(N1)C(=S)N=CN2. Drug 2: CN(C(=O)NC(C=O)C(C(C(CO)O)O)O)N=O. Cell line: MOLT-4. Synergy scores: CSS=51.2, Synergy_ZIP=-2.90, Synergy_Bliss=-2.63, Synergy_Loewe=-57.4, Synergy_HSA=-2.42.